This data is from Forward reaction prediction with 1.9M reactions from USPTO patents (1976-2016). The task is: Predict the product of the given reaction. (1) Given the reactants [F:1][C:2]1[CH:7]=[CH:6][C:5]([NH:8][C:9]([C:11]2[C:15]([NH2:16])=[CH:14][NH:13][N:12]=2)=[O:10])=[CH:4][CH:3]=1.[C:17]1(=O)[CH2:22][CH2:21][CH2:20][CH2:19][CH2:18]1.C(O[BH-](OC(=O)C)OC(=O)C)(=O)C.[Na+], predict the reaction product. The product is: [F:1][C:2]1[CH:3]=[CH:4][C:5]([NH:8][C:9]([C:11]2[C:15]([NH:16][CH:17]3[CH2:22][CH2:21][CH2:20][CH2:19][CH2:18]3)=[CH:14][NH:13][N:12]=2)=[O:10])=[CH:6][CH:7]=1. (2) Given the reactants [Cl:1][C:2]1[CH:10]=[C:9]([C:11]([NH:13][CH:14]([C:16]2[NH:20][C:19]3[CH:21]=[CH:22][C:23]([Cl:25])=[CH:24][C:18]=3[N:17]=2)[CH3:15])=[O:12])[CH:8]=[CH:7][C:3]=1[C:4]([OH:6])=O.[CH3:26][N:27]([CH3:36])[CH2:28][CH2:29][CH:30]1[CH2:35][CH2:34][CH2:33][CH2:32][NH:31]1.C(N(C(C)C)CC)(C)C.ClCl, predict the reaction product. The product is: [Cl:1][C:2]1[CH:10]=[C:9]([CH:8]=[CH:7][C:3]=1[C:4]([N:31]1[CH2:32][CH2:33][CH2:34][CH2:35][CH:30]1[CH2:29][CH2:28][N:27]([CH3:26])[CH3:36])=[O:6])[C:11]([NH:13][CH:14]([C:16]1[NH:20][C:19]2[CH:21]=[CH:22][C:23]([Cl:25])=[CH:24][C:18]=2[N:17]=1)[CH3:15])=[O:12]. (3) Given the reactants Br[C:2]1[CH:3]=[C:4]([CH3:14])[C:5]2[NH:9][C:8]([CH2:10][CH2:11][CH3:12])=[N:7][C:6]=2[CH:13]=1.C([Sn](CCCC)(CCCC)[C:20]1[O:21][CH:22]=[CH:23][CH:24]=1)CCC.O, predict the reaction product. The product is: [O:21]1[CH:22]=[CH:23][CH:24]=[C:20]1[C:2]1[CH:3]=[C:4]([CH3:14])[C:5]2[NH:9][C:8]([CH2:10][CH2:11][CH3:12])=[N:7][C:6]=2[CH:13]=1. (4) Given the reactants Br[C:2]1[CH:7]=[CH:6][C:5]([C@H:8]([NH:13][C@H:14]([C:20]([NH:22][C:23]2([C:26]#[N:27])[CH2:25][CH2:24]2)=[O:21])[CH2:15][C:16]([F:19])([CH3:18])[CH3:17])[C:9]([F:12])([F:11])[F:10])=[CH:4][CH:3]=1.[CH3:28][S:29][C:30]1[CH:35]=[CH:34][C:33](B(O)O)=[CH:32][CH:31]=1.C([O-])([O-])=O.[Na+].[Na+].CN(C=O)C, predict the reaction product. The product is: [C:26]([C:23]1([NH:22][C:20](=[O:21])[C@H:14]([CH2:15][C:16]([F:19])([CH3:18])[CH3:17])[NH:13][C@@H:8]([C:5]2[CH:6]=[CH:7][C:2]([C:33]3[CH:34]=[CH:35][C:30]([S:29][CH3:28])=[CH:31][CH:32]=3)=[CH:3][CH:4]=2)[C:9]([F:12])([F:11])[F:10])[CH2:25][CH2:24]1)#[N:27]. (5) Given the reactants [Br:1][C:2]1[CH:3]=[C:4]2[C:8](=[CH:9][CH:10]=1)[C@:7]1([C:14](=[O:15])[NH:13][C:12](=[O:16])[NH:11]1)[CH2:6][CH2:5]2.IC1C=CC=CC=1S([O-])(=O)=[O:25].[Na+].S(O[O-])([O-])(=O)=O.[K+].[K+], predict the reaction product. The product is: [Br:1][C:2]1[CH:3]=[C:4]2[C:8](=[CH:9][CH:10]=1)[C@:7]1([C:14](=[O:15])[NH:13][C:12](=[O:16])[NH:11]1)[CH2:6][C:5]2=[O:25]. (6) Given the reactants Br[C:2]1[CH:3]=[CH:4][C:5]2[O:18][CH:17]([CH:19]3[CH2:21][CH2:20]3)[N:8]3[C:9]4[CH:10]=[CH:11][CH:12]=[CH:13][C:14]=4[C:15]([Cl:16])=[C:7]3[C:6]=2[CH:22]=1.[B:23]1([B:23]2[O:27][C:26]([CH3:29])([CH3:28])[C:25]([CH3:31])([CH3:30])[O:24]2)[O:27][C:26]([CH3:29])([CH3:28])[C:25]([CH3:31])([CH3:30])[O:24]1.CC([O-])=O.[K+].CCOC(C)=O, predict the reaction product. The product is: [Cl:16][C:15]1[C:14]2[CH:13]=[CH:12][CH:11]=[CH:10][C:9]=2[N:8]2[CH:17]([CH:19]3[CH2:21][CH2:20]3)[O:18][C:5]3[CH:4]=[CH:3][C:2]([B:23]4[O:27][C:26]([CH3:29])([CH3:28])[C:25]([CH3:31])([CH3:30])[O:24]4)=[CH:22][C:6]=3[C:7]=12. (7) The product is: [Cl:1][C:2]1[CH:3]=[C:4]([N:12]([C:17]2[C:36]([CH:37]3[CH2:38][CH2:39]3)=[CH:35][C:20]3[C:21]([C:31]([NH:33][CH3:34])=[O:32])=[C:22]([C:24]4[CH:29]=[CH:28][C:27]([F:30])=[CH:26][CH:25]=4)[O:23][C:19]=3[CH:18]=2)[S:13]([CH3:16])(=[O:15])=[O:14])[CH:5]=[CH:6][C:7]=1[CH:8]([O:11][CH2:49][O:50][CH3:51])[CH:9]=[CH2:10]. Given the reactants [Cl:1][C:2]1[CH:3]=[C:4]([N:12]([C:17]2[C:36]([CH:37]3[CH2:39][CH2:38]3)=[CH:35][C:20]3[C:21]([C:31]([NH:33][CH3:34])=[O:32])=[C:22]([C:24]4[CH:29]=[CH:28][C:27]([F:30])=[CH:26][CH:25]=4)[O:23][C:19]=3[CH:18]=2)[S:13]([CH3:16])(=[O:15])=[O:14])[CH:5]=[CH:6][C:7]=1[CH:8]([OH:11])[CH:9]=[CH2:10].CCN(C(C)C)C(C)C.[CH3:49][O:50][CH2:51]Cl, predict the reaction product.